The task is: Binary Classification. Given a drug SMILES string, predict its activity (active/inactive) in a high-throughput screening assay against a specified biological target.. This data is from HIV replication inhibition screening data with 41,000+ compounds from the AIDS Antiviral Screen. (1) The drug is Cc1ccc2c(C3Cc4ccccc4N3C(=O)C=CC(=O)O)c(C)[nH]c2c1. The result is 0 (inactive). (2) The compound is CCOC(=O)CSc1nc(N)c2c(-c3ccccc3)c3c(nc2n1)CCCC3. The result is 0 (inactive). (3) The compound is COC1C=COC2(C)Oc3c(C)c(O)c4c(O)c(c(C=NNC(=N)N[N+](=O)[O-])c(O)c4c3C2=O)NC(=O)C(C)=CC=CC(C)C(O)C(C)C(O)C(C)C(OC(C)=O)C1C. The result is 0 (inactive). (4) The compound is CCOP(=O)(CC=CCN(C(=O)OC(C)(C)C)C(=O)OC(C)(C)C)OCC. The result is 0 (inactive). (5) The compound is CCOC(=O)c1sc(NNC2=NC(=O)C(=Cc3ccc([N+](=O)[O-])cc3)S2)nc1C. The result is 0 (inactive).